This data is from Full USPTO retrosynthesis dataset with 1.9M reactions from patents (1976-2016). The task is: Predict the reactants needed to synthesize the given product. The reactants are: C1(C2C(O[C@@H]3CCCN(CC4C=CC(Cl)=C(Cl)C=4)C3)=CC(F)=C(C=2)C(O)=O)CC1.[Cl:30][C:31]1[CH:58]=[C:57]([F:59])[CH:56]=[CH:55][C:32]=1[CH2:33][N:34]1[C@@H:39]([CH3:40])[CH2:38][CH2:37][C@@H:36]([O:41][C:42]2[C:50]([CH:51]3[CH2:53][CH2:52]3)=[CH:49][C:45]([C:46](O)=[O:47])=[C:44]([F:54])[CH:43]=2)[CH2:35]1.CS(N)(=O)=O.[N:65]1([S:69]([NH2:72])(=[O:71])=[O:70])[CH2:68][CH2:67][CH2:66]1. Given the product [N:65]1([S:69]([NH:72][C:46](=[O:47])[C:45]2[CH:49]=[C:50]([CH:51]3[CH2:52][CH2:53]3)[C:42]([O:41][C@@H:36]3[CH2:37][CH2:38][C@H:39]([CH3:40])[N:34]([CH2:33][C:32]4[CH:55]=[CH:56][C:57]([F:59])=[CH:58][C:31]=4[Cl:30])[CH2:35]3)=[CH:43][C:44]=2[F:54])(=[O:71])=[O:70])[CH2:68][CH2:67][CH2:66]1, predict the reactants needed to synthesize it.